Dataset: NCI-60 drug combinations with 297,098 pairs across 59 cell lines. Task: Regression. Given two drug SMILES strings and cell line genomic features, predict the synergy score measuring deviation from expected non-interaction effect. (1) Drug 1: C1CCN(CC1)CCOC2=CC=C(C=C2)C(=O)C3=C(SC4=C3C=CC(=C4)O)C5=CC=C(C=C5)O. Drug 2: CC1=C(N=C(N=C1N)C(CC(=O)N)NCC(C(=O)N)N)C(=O)NC(C(C2=CN=CN2)OC3C(C(C(C(O3)CO)O)O)OC4C(C(C(C(O4)CO)O)OC(=O)N)O)C(=O)NC(C)C(C(C)C(=O)NC(C(C)O)C(=O)NCCC5=NC(=CS5)C6=NC(=CS6)C(=O)NCCC[S+](C)C)O. Cell line: OVCAR3. Synergy scores: CSS=-0.891, Synergy_ZIP=0.534, Synergy_Bliss=-2.96, Synergy_Loewe=-8.38, Synergy_HSA=-6.21. (2) Drug 1: CC1=C2C(C(=O)C3(C(CC4C(C3C(C(C2(C)C)(CC1OC(=O)C(C(C5=CC=CC=C5)NC(=O)C6=CC=CC=C6)O)O)OC(=O)C7=CC=CC=C7)(CO4)OC(=O)C)O)C)OC(=O)C. Drug 2: C1CC(=O)NC(=O)C1N2C(=O)C3=CC=CC=C3C2=O. Cell line: HCT116. Synergy scores: CSS=19.4, Synergy_ZIP=23.4, Synergy_Bliss=22.4, Synergy_Loewe=0.841, Synergy_HSA=17.9. (3) Drug 1: CCC(=C(C1=CC=CC=C1)C2=CC=C(C=C2)OCCN(C)C)C3=CC=CC=C3.C(C(=O)O)C(CC(=O)O)(C(=O)O)O. Drug 2: C1=CC=C(C=C1)NC(=O)CCCCCCC(=O)NO. Cell line: CCRF-CEM. Synergy scores: CSS=8.72, Synergy_ZIP=0.0682, Synergy_Bliss=1.01, Synergy_Loewe=-24.9, Synergy_HSA=2.13.